This data is from Reaction yield outcomes from USPTO patents with 853,638 reactions. The task is: Predict the reaction yield, written as a fraction of the theoretical maximum amount of product (1.0 means a 100% yield; for example, 0.34 means a 34% yield). (1) The reactants are [CH3:1][O:2][C:3](=[O:21])[C:4]1[CH:9]=[C:8]([C:10](=[O:12])[CH3:11])[C:7]([C:13]([F:16])([F:15])[F:14])=[CH:6][C:5]=1[NH:17][C:18](=[O:20])[CH3:19]. The catalyst is C1COCC1.[Pd]. The product is [CH3:1][O:2][C:3](=[O:21])[C:4]1[CH:9]=[C:8]([CH:10]([OH:12])[CH3:11])[C:7]([C:13]([F:16])([F:15])[F:14])=[CH:6][C:5]=1[NH:17][C:18](=[O:20])[CH3:19]. The yield is 0.910. (2) The reactants are C([O-])(=O)CC[CH2:4][CH2:5][CH2:6][CH2:7][CH2:8][CH2:9][CH3:10].C([P+](CCCCCC)(CCCCCC)[CH2:4][CH2:5][CH2:6][CH2:7][CH2:8][CH2:9][CH2:10][CH2:4][CH2:5][CH2:6][CH2:7][CH2:8][CH2:9][CH3:10])CCCCC.C1([Mg]Br)C=CC=CC=1.[NH:54]1[CH2:59][CH2:58][O:57][CH2:56][CH2:55]1.ClC1C=CC(C)=CC=1. The catalyst is C1COCC1.C1CCCCC=CC=1.C1CCCCC=CC=1.[Ni]. The product is [C:5]1([CH3:4])[CH:6]=[CH:7][C:8]([N:54]2[CH2:59][CH2:58][O:57][CH2:56][CH2:55]2)=[CH:9][CH:10]=1. The yield is 0.580. (3) The reactants are C[O-].[Na+].[H-].[Na+].Cl.[C:7]([NH2:10])(=[NH:9])[CH3:8].[C:11]([O:15][C:16](=[O:39])[NH:17][C:18]1([C:29]2[CH:34]=[CH:33][CH:32]=[C:31]([C:35]([CH3:38])([CH3:37])[CH3:36])[CH:30]=2)[CH2:23][CH2:22][C:21](=O)[C:20](=[CH:25]N(C)C)[CH2:19]1)([CH3:14])([CH3:13])[CH3:12]. The catalyst is CO. The product is [C:11]([O:15][C:16](=[O:39])[NH:17][C:18]1([C:29]2[CH:34]=[CH:33][CH:32]=[C:31]([C:35]([CH3:38])([CH3:37])[CH3:36])[CH:30]=2)[CH2:23][CH2:22][C:21]2[N:10]=[C:7]([CH3:8])[N:9]=[CH:25][C:20]=2[CH2:19]1)([CH3:13])([CH3:14])[CH3:12]. The yield is 0.640.